This data is from Forward reaction prediction with 1.9M reactions from USPTO patents (1976-2016). The task is: Predict the product of the given reaction. Given the reactants [CH:1]1([N:7]2[CH2:13][C:12]([F:15])([F:14])[C:11](=[O:16])[N:10]([CH3:17])[C:9]3[CH:18]=[N:19][C:20]([NH:22][C:23]4[CH:37]=[CH:36][C:26]([C:27]([NH:29][CH:30]5[CH2:35][CH2:34][NH:33][CH2:32][CH2:31]5)=[O:28])=[CH:25][C:24]=4[O:38][CH3:39])=[N:21][C:8]2=3)[CH2:6][CH2:5][CH2:4][CH2:3][CH2:2]1.[CH3:40][N:41]([CH3:46])[CH2:42][C:43](Cl)=[O:44], predict the reaction product. The product is: [CH:1]1([N:7]2[CH2:13][C:12]([F:15])([F:14])[C:11](=[O:16])[N:10]([CH3:17])[C:9]3[CH:18]=[N:19][C:20]([NH:22][C:23]4[CH:37]=[CH:36][C:26]([C:27]([NH:29][CH:30]5[CH2:35][CH2:34][N:33]([C:43](=[O:44])[CH2:42][N:41]([CH3:46])[CH3:40])[CH2:32][CH2:31]5)=[O:28])=[CH:25][C:24]=4[O:38][CH3:39])=[N:21][C:8]2=3)[CH2:2][CH2:3][CH2:4][CH2:5][CH2:6]1.